This data is from Full USPTO retrosynthesis dataset with 1.9M reactions from patents (1976-2016). The task is: Predict the reactants needed to synthesize the given product. (1) Given the product [NH:8]1[CH2:13][CH2:12][CH:11]([C:14]2[CH:15]=[CH:16][C:17]3[O:26][CH2:25][CH2:24][C:23]4[N:19]([N:20]=[C:21]([C:27]5[N:28]([CH2:32][C:33]([F:35])([F:34])[F:36])[N:29]=[CH:30][N:31]=5)[CH:22]=4)[C:18]=3[CH:37]=2)[CH2:10][CH2:9]1, predict the reactants needed to synthesize it. The reactants are: C(OC([N:8]1[CH2:13][CH:12]=[C:11]([C:14]2[CH:15]=[CH:16][C:17]3[O:26][CH2:25][CH2:24][C:23]4[N:19]([N:20]=[C:21]([C:27]5[N:28]([CH2:32][C:33]([F:36])([F:35])[F:34])[N:29]=[CH:30][N:31]=5)[CH:22]=4)[C:18]=3[CH:37]=2)[CH2:10][CH2:9]1)=O)(C)(C)C.Cl.C(OCC)C. (2) Given the product [Cl:1][C:2]1[CH:7]=[CH:6][C:5]([S:8][CH2:9][C:10]2[CH:18]=[CH:17][CH:16]=[CH:15][C:11]=2[C:12]([N:40]([CH3:41])[CH3:39])=[O:13])=[C:4]([NH:19][S:20]([C:23]2[CH:28]=[CH:27][C:26]([Cl:29])=[C:25]([C:30]([F:33])([F:32])[F:31])[CH:24]=2)(=[O:22])=[O:21])[CH:3]=1, predict the reactants needed to synthesize it. The reactants are: [Cl:1][C:2]1[CH:7]=[CH:6][C:5]([S:8][CH2:9][C:10]2[CH:18]=[CH:17][CH:16]=[CH:15][C:11]=2[C:12](O)=[O:13])=[C:4]([NH:19][S:20]([C:23]2[CH:28]=[CH:27][C:26]([Cl:29])=[C:25]([C:30]([F:33])([F:32])[F:31])[CH:24]=2)(=[O:22])=[O:21])[CH:3]=1.C(Cl)CCl.Cl.[CH3:39][NH:40][CH3:41].